This data is from Forward reaction prediction with 1.9M reactions from USPTO patents (1976-2016). The task is: Predict the product of the given reaction. (1) Given the reactants [CH3:1][C:2]1([CH3:31])[CH2:11][CH:10]=[C:9]([C:12]2[S:13][CH:14]=[C:15]([CH3:17])[N:16]=2)[C:8]2[CH:7]=[C:6]([C:18]#[C:19][C:20]3[CH:30]=[CH:29][C:23]([C:24]([O:26]CC)=[O:25])=[CH:22][CH:21]=3)[CH:5]=[CH:4][C:3]1=2.[OH-].[Na+], predict the reaction product. The product is: [CH3:1][C:2]1([CH3:31])[CH2:11][CH:10]=[C:9]([C:12]2[S:13][CH:14]=[C:15]([CH3:17])[N:16]=2)[C:8]2[CH:7]=[C:6]([C:18]#[C:19][C:20]3[CH:21]=[CH:22][C:23]([C:24]([OH:26])=[O:25])=[CH:29][CH:30]=3)[CH:5]=[CH:4][C:3]1=2. (2) Given the reactants FC(F)(F)C(O)=O.[NH2:8][C:9]1[N:14]=[CH:13][C:12]([C:15]2[CH:20]=[CH:19][C:18]([C:21]3[CH:26]=[CH:25][CH:24]=[CH:23][C:22]=3[S:27]([NH:30][C@H:31]([C:33]([O:35]C(C)(C)C)=[O:34])[CH3:32])(=[O:29])=[O:28])=[CH:17][C:16]=2[F:40])=[CH:11][N:10]=1, predict the reaction product. The product is: [NH2:8][C:9]1[N:10]=[CH:11][C:12]([C:15]2[CH:20]=[CH:19][C:18]([C:21]3[CH:26]=[CH:25][CH:24]=[CH:23][C:22]=3[S:27]([NH:30][C@H:31]([C:33]([OH:35])=[O:34])[CH3:32])(=[O:29])=[O:28])=[CH:17][C:16]=2[F:40])=[CH:13][N:14]=1. (3) Given the reactants [CH3:1][C:2]1[CH:8]=[CH:7][C:5]([NH2:6])=[C:4]([N+:9]([O-:11])=[O:10])[CH:3]=1.I[C:13]1[CH:18]=[CH:17][C:16]([CH2:19][CH2:20][OH:21])=[CH:15][CH:14]=1, predict the reaction product. The product is: [CH3:1][C:2]1[CH:8]=[CH:7][C:5]([NH:6][C:15]2[CH:14]=[CH:13][CH:18]=[CH:17][C:16]=2[CH2:19][CH2:20][OH:21])=[C:4]([N+:9]([O-:11])=[O:10])[CH:3]=1. (4) Given the reactants [CH:1]1([S:4]([C:6]2[CH:11]=[CH:10][C:9]([N+:12]([O-:14])=[O:13])=[CH:8][CH:7]=2)=[O:5])[CH2:3][CH2:2]1.FC(F)(F)C([NH2:19])=O.C(O)(=O)C.C(O)(=O)C.IC1C=CC=CC=1.[O-2].[Mg+2].C(=O)([O-])[O-].[K+].[K+], predict the reaction product. The product is: [N+:12]([C:9]1[CH:10]=[CH:11][C:6]([S:4]([CH:1]2[CH2:3][CH2:2]2)(=[NH:19])=[O:5])=[CH:7][CH:8]=1)([O-:14])=[O:13].